From a dataset of Peptide-MHC class II binding affinity with 134,281 pairs from IEDB. Regression. Given a peptide amino acid sequence and an MHC pseudo amino acid sequence, predict their binding affinity value. This is MHC class II binding data. The peptide sequence is GNGVVALRNAQLVTF. The MHC is HLA-DPA10201-DPB10101 with pseudo-sequence HLA-DPA10201-DPB10101. The binding affinity (normalized) is 0.415.